This data is from Forward reaction prediction with 1.9M reactions from USPTO patents (1976-2016). The task is: Predict the product of the given reaction. (1) Given the reactants C([O-])([O-])=O.[Cs+].[Cs+].Cl[C:8]1[N:9]=[C:10]([NH:17][CH2:18][CH:19]([F:21])[F:20])[C:11]2[O:16][CH:15]=[CH:14][C:12]=2[N:13]=1.[NH2:22][C:23]1[CH:31]=[C:30]2[C:26]([C:27]([CH3:34])([CH3:33])[C:28](=[O:32])[NH:29]2)=[CH:25][CH:24]=1, predict the reaction product. The product is: [F:20][CH:19]([F:21])[CH2:18][NH:17][C:10]1[C:11]2[O:16][CH:15]=[CH:14][C:12]=2[N:13]=[C:8]([NH:22][C:23]2[CH:31]=[C:30]3[C:26]([C:27]([CH3:34])([CH3:33])[C:28](=[O:32])[NH:29]3)=[CH:25][CH:24]=2)[N:9]=1. (2) The product is: [C:1]([C:3]1[C:11]2[C:6](=[N:7][C:8]([CH3:13])=[CH:9][C:10]=2[CH3:12])[N:5]([CH:14]2[C:23]3[C:18](=[CH:19][CH:20]=[CH:21][CH:22]=3)[CH2:17][CH2:16][CH2:15]2)[C:4]=1/[CH:24]=[CH:25]/[C:26]([OH:28])=[O:27])#[N:2]. Given the reactants [C:1]([C:3]1[C:11]2[C:6](=[N:7][C:8]([CH3:13])=[CH:9][C:10]=2[CH3:12])[N:5]([CH:14]2[C:23]3[C:18](=[CH:19][CH:20]=[CH:21][CH:22]=3)[CH2:17][CH2:16][CH2:15]2)[C:4]=1/[CH:24]=[CH:25]/[C:26]([O:28]CC)=[O:27])#[N:2].C1(C)C=CC=CC=1.[OH-].[Na+].Cl, predict the reaction product. (3) Given the reactants [C:1]([Si:5]([CH3:41])([CH3:40])[O:6][CH:7]1[CH2:19][C:12]2[N:13]([CH3:18])[C:14](=[O:17])[CH:15]=[CH:16][C:11]=2[C:10]2[CH:20]=[CH:21][CH:22]=[C:23]([N:24]3[N:33]=[CH:32][C:31]4[C:26](=[C:27]([F:38])[CH:28]=[C:29]([C:34]([CH3:37])([CH3:36])[CH3:35])[CH:30]=4)[C:25]3=[O:39])[C:9]=2[CH2:8]1)([CH3:4])([CH3:3])[CH3:2].[BrH:42].N(OCCC(C)C)=O.C([O-])(O)=O.[Na+].O, predict the reaction product. The product is: [Br:42][C:15]1[C:14](=[O:17])[N:13]([CH3:18])[C:12]2[CH2:19][CH:7]([O:6][Si:5]([C:1]([CH3:4])([CH3:3])[CH3:2])([CH3:41])[CH3:40])[CH2:8][C:9]3[C:23]([N:24]4[N:33]=[CH:32][C:31]5[C:26](=[C:27]([F:38])[CH:28]=[C:29]([C:34]([CH3:35])([CH3:37])[CH3:36])[CH:30]=5)[C:25]4=[O:39])=[CH:22][CH:21]=[CH:20][C:10]=3[C:11]=2[CH:16]=1. (4) Given the reactants [Cl:1][C:2]1[C:3]([CH3:26])=[N:4][C:5]2[N:6]([N:9]=[C:10]3[CH2:14][N:13]([C:15]([C:17]4[CH:22]=[CH:21][CH:20]=[CH:19][C:18]=4[C:23](=[O:25])[CH3:24])=[O:16])[CH2:12][C:11]=23)[C:7]=1[CH3:8].[BH4-].[Na+], predict the reaction product. The product is: [Cl:1][C:2]1[C:3]([CH3:26])=[N:4][C:5]2[N:6]([N:9]=[C:10]3[CH2:14][N:13]([C:15]([C:17]4[CH:22]=[CH:21][CH:20]=[CH:19][C:18]=4[CH:23]([OH:25])[CH3:24])=[O:16])[CH2:12][C:11]=23)[C:7]=1[CH3:8].